This data is from Aqueous solubility values for 9,982 compounds from the AqSolDB database. The task is: Regression/Classification. Given a drug SMILES string, predict its absorption, distribution, metabolism, or excretion properties. Task type varies by dataset: regression for continuous measurements (e.g., permeability, clearance, half-life) or binary classification for categorical outcomes (e.g., BBB penetration, CYP inhibition). For this dataset (solubility_aqsoldb), we predict Y. The drug is CC(=O)C(N=Nc1ccc(-c2ccc(N=NC(C(C)=O)C(=O)Nc3ccc(C)cc3C)c(Cl)c2)cc1Cl)C(=O)Nc1ccc(C)cc1C.COc1cc(NC(=O)C(N=Nc2ccc(-c3ccc(N=NC(C(C)=O)C(=O)Nc4cc(OC)c(Cl)cc4OC)c(Cl)c3)cc2Cl)C(C)=O)c(OC)cc1Cl.COc1cc(NC(=O)C(N=Nc2ccc(-c3ccc(N=NC(C(C)=O)C(=O)Nc4ccc(C)cc4C)c(Cl)c3)cc2Cl)C(C)=O)c(OC)cc1Cl. The Y is -9.05 log mol/L.